This data is from Drug-target binding data from BindingDB using IC50 measurements. The task is: Regression. Given a target protein amino acid sequence and a drug SMILES string, predict the binding affinity score between them. We predict pIC50 (pIC50 = -log10(IC50 in M); higher means more potent). Dataset: bindingdb_ic50. (1) The compound is NC(N)=NC1C=P(O)(O)CC1. The target protein (P24046) has sequence MLAVPNMRFGIFLLWWGWVLATESRMHWPGREVHEMSKKGRPQRQRREVHEDAHKQVSPILRRSPDITKSPLTKSEQLLRIDDHDFSMRPGFGGPAIPVGVDVQVESLDSISEVDMDFTMTLYLRHYWKDERLSFPSTNNLSMTFDGRLVKKIWVPDMFFVHSKRSFIHDTTTDNVMLRVQPDGKVLYSLRVTVTAMCNMDFSRFPLDTQTCSLEIESYAYTEDDLMLYWKKGNDSLKTDERISLSQFLIQEFHTTTKLAFYSSTGWYNRLYINFTLRRHIFFFLLQTYFPATLMVMLSWVSFWIDRRAVPARVPLGITTVLTMSTIITGVNASMPRVSYIKAVDIYLWVSFVFVFLSVLEYAAVNYLTTVQERKEQKLREKLPCTSGLPPPRTAMLDGNYSDGEVNDLDNYMPENGEKPDRMMVQLTLASERSSPQRKSQRSSYVSMRIDTHAIDKYSRIIFPAAYILFNLIYWSIFS. The pIC50 is 4.5. (2) The drug is COc1cccc2c(NCc3ccco3)nc(-n3c(N)nc4ccccc43)nc12. The target protein (P55072) has sequence MASGADSKGDDLSTAILKQKNRPNRLIVDEAINEDNSVVSLSQPKMDELQLFRGDTVLLKGKKRREAVCIVLSDDTCSDEKIRMNRVVRNNLRVRLGDVISIQPCPDVKYGKRIHVLPIDDTVEGITGNLFEVYLKPYFLEAYRPIRKGDIFLVRGGMRAVEFKVVETDPSPYCIVAPDTVIHCEGEPIKREDEEESLNEVGYDDIGGCRKQLAQIKEMVELPLRHPALFKAIGVKPPRGILLYGPPGTGKTLIARAVANETGAFFFLINGPEIMSKLAGESESNLRKAFEEAEKNAPAIIFIDELDAIAPKREKTHGEVERRIVSQLLTLMDGLKQRAHVIVMAATNRPNSIDPALRRFGRFDREVDIGIPDATGRLEILQIHTKNMKLADDVDLEQVANETHGHVGADLAALCSEAALQAIRKKMDLIDLEDETIDAEVMNSLAVTMDDFRWALSQSNPSALRETVVEVPQVTWEDIGGLEDVKRELQELVQYPVEHP.... The pIC50 is 5.3. (3) The small molecule is CS(=O)(=O)c1ccc(-c2[nH]c3ncnc(NC[C@@H]4CCCO4)c3c2-c2ccccc2)cc1. The target protein (O54967) has sequence MQPEEGTGWLLELLSEVQLQQYFLRLRDDLNITRLSHFEYVKNEDLEKIGMGRPGQRRLWEAVKRRKAMCKRKSWMSKVFSGKRLEAEFPSQHSQSTFRKPSPTPGSLPGEGTLQSLTCLIGEKDLRLLEKLGDGSFGVVRRGEWDAPAGKTVSVAVKCLKPDVLSQPEAMDDFIREVNAMHSLDHRNLIRLYGVVLTLPMKMVTELAPLGSLLDRLRKHQGHFLLGTLSRYAVQVAEGMAYLESKRFIHRDLAARNLLLATRDLVKIGDFGLMRALPQNDDHYVMQEHRKVPFAWCAPESLKTRTFSHASDTWMFGVTLWEMFTYGQEPWIGLNGSQILHKIDKEGERLPRPEDCPQDIYNVMVQCWAHKPEDRPTFVALRDFLLEAQPTDMRALQDFEEPDKLHIQMNDVITVIEGRAENYWWRGQNTRTLCVGPFPRNVVTSVAGLSAQDISQPLQNSFIHTGHGDSDPRHCWGFPDRIDELYLGNPMDPPDLLSVE.... The pIC50 is 7.0. (4) The small molecule is O=C(O)[C@H](Cc1ccc(OCc2c(Cl)cccc2Cl)cc1)NC(=O)[C@@H]1OCO[C@H]1C(=O)Nc1c(Cl)cccc1Cl. The target protein (P13612) has sequence MAWEARREPGPRRAAVRETVMLLLCLGVPTGRPYNVDTESALLYQGPHNTLFGYSVVLHSHGANRWLLVGAPTANWLANASVINPGAIYRCRIGKNPGQTCEQLQLGSPNGEPCGKTCLEERDNQWLGVTLSRQPGENGSIVTCGHRWKNIFYIKNENKLPTGGCYGVPPDLRTELSKRIAPCYQDYVKKFGENFASCQAGISSFYTKDLIVMGAPGSSYWTGSLFVYNITTNKYKAFLDKQNQVKFGSYLGYSVGAGHFRSQHTTEVVGGAPQHEQIGKAYIFSIDEKELNILHEMKGKKLGSYFGASVCAVDLNADGFSDLLVGAPMQSTIREEGRVFVYINSGSGAVMNAMETNLVGSDKYAARFGESIVNLGDIDNDGFEDVAIGAPQEDDLQGAIYIYNGRADGISSTFSQRIEGLQISKSLSMFGQSISGQIDADNNGYVDVAVGAFRSDSAVLLRTRPVVIVDASLSHPESVNRTKFDCVENGWPSVCIDLTL.... The pIC50 is 6.2. (5) The small molecule is Fc1ccc(CNc2ncnc3ccc(F)cc23)cc1. The target protein (Q92995) has sequence MQRRGALFGMPGGSGGRKMAAGDIGELLVPHMPTIRVPRSGDRVYKNECAFSYDSPNSEGGLYVCMNTFLAFGREHVERHFRKTGQSVYMHLKRHVREKVRGASGGALPKRRNSKIFLDLDTDDDLNSDDYEYEDEAKLVIFPDHYEIALPNIEELPALVTIACDAVLSSKSPYRKQDPDTWENELPVSKYANNLTQLDNGVRIPPSGWKCARCDLRENLWLNLTDGSVLCGKWFFDSSGGNGHALEHYRDMGYPLAVKLGTITPDGADVYSFQEEEPVLDPHLAKHLAHFGIDMLHMHGTENGLQDNDIKLRVSEWEVIQESGTKLKPMYGPGYTGLKNLGNSCYLSSVMQAIFSIPEFQRAYVGNLPRIFDYSPLDPTQDFNTQMTKLGHGLLSGQYSKPPVKSELIEQVMKEEHKPQQNGISPRMFKAFVSKSHPEFSSNRQQDAQEFFLHLVNLVERNRIGSENPSDVFRFLVEERIQCCQTRKVRYTERVDYLMQ.... The pIC50 is 6.2. (6) The compound is CC(C)(C)[C@@H]1OC(=O)[C@@H]1NC(=O)OCc1ccc(-c2ccccc2)cc1. The target protein (Q02083) has sequence MRTADREARPGLPSLLLLLLAGAGLSAASPPAAPRFNVSLDSVPELRWLPVLRHYDLDLVRAAMAQVIGDRVPKWVHVLIGKVVLELERFLPQPFTGEIRGMCDFMNLSLADCLLVNLAYESSVFCTSIVAQDSRGHIYHGRNLDYPFGNVLRKLTVDVQFLKNGQIAFTGTTFIGYVGLWTGQSPHKFTVSGDERDKGWWWENAIAALFRRHIPVSWLIRATLSESENFEAAVGKLAKTPLIADVYYIVGGTSPREGVVITRNRDGPADIWPLDPLNGAWFRVETNYDHWKPAPKEDDRRTSAIKALNATGQANLSLEALFQILSVVPVYNNFTIYTTVMSAGSPDKYMTRIRNPSRK. The pIC50 is 6.0. (7) The target protein (P09923) has sequence MQGPWVLLLLGLRLQLSLGVIPAEEENPAFWNRQAAEALDAAKKLQPIQKVAKNLILFLGDGLGVPTVTATRILKGQKNGKLGPETPLAMDRFPYLALSKTYNVDRQVPDSAATATAYLCGVKANFQTIGLSAAARFNQCNTTRGNEVISVMNRAKQAGKSVGVVTTTRVQHASPAGTYAHTVNRNWYSDADMPASARQEGCQDIATQLISNMDIDVILGGGRKYMFPMGTPDPEYPADASQNGIRLDGKNLVQEWLAKHQGAWYVWNRTELMQASLDQSVTHLMGLFEPGDTKYEIHRDPTLDPSLMEMTEAALRLLSRNPRGFYLFVEGGRIDHGHHEGVAYQALTEAVMFDDAIERAGQLTSEEDTLTLVTADHSHVFSFGGYTLRGSSIFGLAPSKAQDSKAYTSILYGNGPGYVFNSGVRPDVNESESGSPDYQQQAAVPLSSETHGGEDVAVFARGPQAHLVHGVQEQSFVAHVMAFAACLEPYTACDLAPPAC.... The pIC50 is 4.0. The small molecule is COc1cc(C=CC(=O)CC(=O)C=Cc2ccc(O)cc2)ccc1O.